From a dataset of CYP2C19 inhibition data for predicting drug metabolism from PubChem BioAssay. Regression/Classification. Given a drug SMILES string, predict its absorption, distribution, metabolism, or excretion properties. Task type varies by dataset: regression for continuous measurements (e.g., permeability, clearance, half-life) or binary classification for categorical outcomes (e.g., BBB penetration, CYP inhibition). Dataset: cyp2c19_veith. The molecule is CC(C)=CCC/C(C)=C/CO/N=C1\[C@@H]2CCn3c(=O)n(C)c(=O)n3[C@H]2[C@H](O)[C@H]2O[C@H]12. The result is 0 (non-inhibitor).